Dataset: Full USPTO retrosynthesis dataset with 1.9M reactions from patents (1976-2016). Task: Predict the reactants needed to synthesize the given product. (1) The reactants are: [Cl:1][C:2]1[CH:7]=[CH:6][C:5]([NH:8][C:9]2[C:10]([CH:22]=O)=[N:11][CH:12]=[C:13]([N:15]3[C:19]([CH3:20])=[CH:18][C:17]([CH3:21])=[N:16]3)[N:14]=2)=[CH:4][CH:3]=1.Cl.[NH2:25][OH:26]. Given the product [Cl:1][C:2]1[CH:7]=[CH:6][C:5]([NH:8][C:9]2[C:10]([CH:22]=[N:25][OH:26])=[N:11][CH:12]=[C:13]([N:15]3[C:19]([CH3:20])=[CH:18][C:17]([CH3:21])=[N:16]3)[N:14]=2)=[CH:4][CH:3]=1, predict the reactants needed to synthesize it. (2) Given the product [Br:3][C:4]1[CH:13]=[C:12]2[C:7]([CH2:8][CH2:9][C:10]([CH2:21][CH:22]3[CH2:27][CH2:26][N:25]([C:28]([O:30][C:31]([CH3:32])([CH3:34])[CH3:33])=[O:29])[CH2:24][CH2:23]3)([C:15]([O:17][CH2:18][CH3:19])=[O:16])[C:11]2=[O:14])=[CH:6][CH:5]=1, predict the reactants needed to synthesize it. The reactants are: [H-].[Na+].[Br:3][C:4]1[CH:13]=[C:12]2[C:7]([CH2:8][CH2:9][CH:10]([C:15]([O:17][CH2:18][CH3:19])=[O:16])[C:11]2=[O:14])=[CH:6][CH:5]=1.Br[CH2:21][CH:22]1[CH2:27][CH2:26][N:25]([C:28]([O:30][C:31]([CH3:34])([CH3:33])[CH3:32])=[O:29])[CH2:24][CH2:23]1. (3) Given the product [CH:10]1([NH:16][CH2:2][Si:3]([O:8][CH3:9])([O:6][CH3:7])[O:4][CH3:5])[CH2:15][CH2:14][CH2:13][CH2:12][CH2:11]1, predict the reactants needed to synthesize it. The reactants are: Cl[CH2:2][Si:3]([O:8][CH3:9])([O:6][CH3:7])[O:4][CH3:5].[CH:10]1([NH2:16])[CH2:15][CH2:14][CH2:13][CH2:12][CH2:11]1. (4) Given the product [F:1][C:2]([F:15])([F:14])[S:3]([O:6][C:17]1[CH:18]=[CH:19][CH:20]=[C:21]2[C:26]=1[CH2:25][N:24]([C:27]([O:29][C@H:30]1[CH2:34][N:33]([C:35]([O:37][C:38]([CH3:41])([CH3:40])[CH3:39])=[O:36])[C@H:32]([C:42]([O:44][CH3:45])=[O:43])[CH2:31]1)=[O:28])[CH2:23][CH2:22]2)(=[O:5])=[O:4], predict the reactants needed to synthesize it. The reactants are: [F:1][C:2]([F:15])([F:14])[S:3]([O:6]S(C(F)(F)F)(=O)=O)(=[O:5])=[O:4].O[C:17]1[CH:18]=[CH:19][CH:20]=[C:21]2[C:26]=1[CH2:25][N:24]([C:27]([O:29][C@H:30]1[CH2:34][N:33]([C:35]([O:37][C:38]([CH3:41])([CH3:40])[CH3:39])=[O:36])[C@H:32]([C:42]([O:44][CH3:45])=[O:43])[CH2:31]1)=[O:28])[CH2:23][CH2:22]2.CCN(CC)CC.C([O-])(O)=O.[Na+]. (5) Given the product [OH:37][C:35]([CH3:38])([CH3:36])[CH2:34][CH:33]([NH:32][C:21]([C:20]1[C:14]2[C:15](=[N:16][CH:17]=[C:12]([C:6]3[C:5]4[C:9](=[CH:10][C:2]([F:1])=[CH:3][CH:4]=4)[N:8]([CH3:11])[N:7]=3)[N:13]=2)[N:18]([CH2:24][O:25][CH2:26][CH2:27][Si:28]([CH3:30])([CH3:29])[CH3:31])[CH:19]=1)=[O:23])[CH3:39], predict the reactants needed to synthesize it. The reactants are: [F:1][C:2]1[CH:10]=[C:9]2[C:5]([C:6]([C:12]3[N:13]=[C:14]4[C:20]([C:21]([OH:23])=O)=[CH:19][N:18]([CH2:24][O:25][CH2:26][CH2:27][Si:28]([CH3:31])([CH3:30])[CH3:29])[C:15]4=[N:16][CH:17]=3)=[N:7][N:8]2[CH3:11])=[CH:4][CH:3]=1.[NH2:32][CH:33]([CH3:39])[CH2:34][C:35]([CH3:38])([OH:37])[CH3:36].CN(C(ON1N=NC2C=CC=NC1=2)=[N+](C)C)C.F[P-](F)(F)(F)(F)F.C(N(CC)C(C)C)(C)C. (6) Given the product [OH:43][NH:44][C:20]([C:18]1[S:19][C:15]([C@H:13]([NH:12][S:9]([C:6]2[CH:7]=[CH:8][C:3]([C:2]([F:28])([F:27])[F:1])=[CH:4][CH:5]=2)(=[O:11])=[O:10])[CH3:14])=[CH:16][CH:17]=1)=[O:21], predict the reactants needed to synthesize it. The reactants are: [F:1][C:2]([F:28])([F:27])[C:3]1[CH:8]=[CH:7][C:6]([S:9]([NH:12][C@@H:13]([C:15]2[S:19][C:18]([C:20](OC(C)(C)C)=[O:21])=[CH:17][CH:16]=2)[CH3:14])(=[O:11])=[O:10])=[CH:5][CH:4]=1.FC(F)(F)C(O)=O.CN(C([O:43][N:44]1N=NC2C=CC=NC1=2)=[N+](C)C)C.F[P-](F)(F)(F)(F)F.C(N(CC)CC)C.[Si](ON)(C(C)(C)C)(C)C.Cl.C([O-])(O)=O.[Na+]. (7) Given the product [CH3:31][C:32]1([CH3:39])[NH:36][C:35](=[O:37])[CH:34]([C:6]2[CH:11]=[CH:10][CH:9]=[CH:8][CH:7]=2)[C:33]1=[O:38], predict the reactants needed to synthesize it. The reactants are: C(P(C(C)(C)C)[C:6]1[CH:11]=[CH:10][CH:9]=[CH:8][C:7]=1[C:6]1[CH:11]=[CH:10][CH:9]=[CH:8][C:7]=1C)(C)(C)C.[O-]P([O-])([O-])=O.[K+].[K+].[K+].[CH3:31][C:32]1([CH3:39])[NH:36][C:35](=[O:37])[CH2:34][C:33]1=[O:38].BrC1C=CC=CC=1. (8) Given the product [Cl:12][C:13]1[CH:14]=[C:15]([CH:30]=[CH:31][C:32]=1[Cl:33])[CH2:16][N:17]([CH3:29])[C:18]([C:19]1[CH2:1][N:3]([CH2:4][CH2:5][CH:6]2[CH2:11][CH2:10][O:9][CH2:8][CH2:7]2)[C:24](=[O:25])[C:20]=1[OH:21])=[O:28], predict the reactants needed to synthesize it. The reactants are: [CH2:1]=O.[NH2:3][CH2:4][CH2:5][CH:6]1[CH2:11][CH2:10][O:9][CH2:8][CH2:7]1.[Cl:12][C:13]1[CH:14]=[C:15]([CH:30]=[CH:31][C:32]=1[Cl:33])[CH2:16][N:17]([CH3:29])[C:18](=[O:28])[CH:19]=[C:20]1[C:24](=[O:25])OC(C)(C)[O:21]1.